This data is from Full USPTO retrosynthesis dataset with 1.9M reactions from patents (1976-2016). The task is: Predict the reactants needed to synthesize the given product. Given the product [CH3:14][C:9]1[CH:10]=[N:11][CH:12]=[CH:13][C:8]=1[C:6](=[O:7])[CH3:1], predict the reactants needed to synthesize it. The reactants are: [CH3:1][Mg+].[Br-].CN(OC)[C:6]([C:8]1[CH:13]=[CH:12][N:11]=[CH:10][C:9]=1[CH3:14])=[O:7].